Dataset: Forward reaction prediction with 1.9M reactions from USPTO patents (1976-2016). Task: Predict the product of the given reaction. The product is: [F:20][C:21]([F:26])([F:25])[C:22]([OH:24])=[O:23].[NH2:12][CH2:11][CH2:10][S:9][C:6]1[CH:5]=[CH:4][C:3]([C:1]#[N:2])=[CH:8][N:7]=1. Given the reactants [C:1]([C:3]1[CH:4]=[CH:5][C:6]([S:9][CH2:10][CH2:11][NH:12]C(=O)OC(C)(C)C)=[N:7][CH:8]=1)#[N:2].[F:20][C:21]([F:26])([F:25])[C:22]([OH:24])=[O:23], predict the reaction product.